Dataset: Cav3 T-type calcium channel HTS with 100,875 compounds. Task: Binary Classification. Given a drug SMILES string, predict its activity (active/inactive) in a high-throughput screening assay against a specified biological target. (1) The drug is O=C1N(CCC(O)=O)C(=O)C(=C1C)C. The result is 0 (inactive). (2) The drug is O1c2cc(CNC(=O)CN(c3cc(cc(c3)C)C)C(=O)CCC(=O)Nc3ncccc3)ccc2OC1. The result is 1 (active). (3) The drug is Clc1cc(Nc2nc(N3CCCC3)nc(n2)NCCO)c(OC(C)C)cc1. The result is 0 (inactive). (4) The molecule is o1nc(c2n(c3c(n2)cccc3)CC(O)=O)c(n1)N. The result is 0 (inactive). (5) The molecule is ClC1(Cl)C(C1C(=O)Nc1c(ccc(c1)C)C)c1ccccc1. The result is 1 (active).